This data is from Forward reaction prediction with 1.9M reactions from USPTO patents (1976-2016). The task is: Predict the product of the given reaction. (1) Given the reactants [C:1]([C:4]([C:13]1[CH:24]=[CH:23][C:16]2[N:17]([CH3:22])[C:18](=[O:21])[N:19]([CH3:20])[C:15]=2[CH:14]=1)=[CH:5][C:6]1[CH:7]=[C:8]([CH3:12])[CH:9]=[CH:10][CH:11]=1)(=O)[CH3:2].C1(C)C=CC(S([NH:34][NH2:35])(=O)=O)=CC=1.C(=O)(O)[O-].[Na+], predict the reaction product. The product is: [CH3:22][N:17]1[C:16]2[CH:23]=[CH:24][C:13]([C:4]3[C:1]([CH3:2])=[N:34][NH:35][C:5]=3[C:6]3[CH:7]=[C:8]([CH3:12])[CH:9]=[CH:10][CH:11]=3)=[CH:14][C:15]=2[N:19]([CH3:20])[C:18]1=[O:21]. (2) Given the reactants [O:1]=[C:2]1[NH:10][C:5]2=[N:6][CH:7]=[CH:8][CH:9]=[C:4]2[N:3]1[CH:11]1[CH2:16][CH2:15][N:14]([C:17]2[N:22]=[CH:21][N:20]=[C:19]([C:23](O)=[O:24])[CH:18]=2)[CH2:13][CH2:12]1.[N:26]1([CH2:31][CH2:32][CH2:33][CH:34]2[C:42]3[C:37](=[CH:38][CH:39]=[CH:40][CH:41]=3)[NH:36][CH2:35]2)[CH2:30][CH2:29][CH2:28][CH2:27]1.CN(C(ON1N=NC2C=CC=CC1=2)=[N+](C)C)C.[B-](F)(F)(F)F.C(N(CC)CC)C, predict the reaction product. The product is: [N:26]1([CH2:31][CH2:32][CH2:33][CH:34]2[C:42]3[C:37](=[CH:38][CH:39]=[CH:40][CH:41]=3)[N:36]([C:23]([C:19]3[N:20]=[CH:21][N:22]=[C:17]([N:14]4[CH2:13][CH2:12][CH:11]([N:3]5[C:4]6[C:5](=[N:6][CH:7]=[CH:8][CH:9]=6)[NH:10][C:2]5=[O:1])[CH2:16][CH2:15]4)[CH:18]=3)=[O:24])[CH2:35]2)[CH2:27][CH2:28][CH2:29][CH2:30]1. (3) Given the reactants Cl.CN(C)CCCN=C=NCC.[CH3:13][C:14]1[CH:15]=[CH:16][C:17]([C:20]2[N:24]([C:25]3[CH:26]=[N:27][CH:28]=[CH:29][CH:30]=3)[N:23]=[C:22]([C:31]([OH:33])=O)[CH:21]=2)=[N:18][CH:19]=1.Cl.[CH3:35][N:36]1[CH2:41][CH2:40][NH:39][CH2:38][C:37]1=[O:42].ON1C2C=CC=CC=2N=N1, predict the reaction product. The product is: [CH3:13][C:14]1[CH:15]=[CH:16][C:17]([C:20]2[N:24]([C:25]3[CH:26]=[N:27][CH:28]=[CH:29][CH:30]=3)[N:23]=[C:22]([C:31]([N:39]3[CH2:40][CH2:41][N:36]([CH3:35])[C:37](=[O:42])[CH2:38]3)=[O:33])[CH:21]=2)=[N:18][CH:19]=1. (4) Given the reactants [NH2:1][C:2]1[CH:35]=[CH:34][C:5]([O:6][C:7]2[CH:12]=[CH:11][N:10]=[C:9]3[CH:13]=[C:14]([C:16]4[N:17]([CH3:33])[C:18]([CH2:21][N:22]([CH2:29][CH2:30][O:31][CH3:32])[C:23]([NH:25][CH:26]5[CH2:28][CH2:27]5)=[O:24])=[CH:19][N:20]=4)[S:15][C:8]=23)=[C:4]([F:36])[CH:3]=1.[N:37]1[CH:42]=C[CH:40]=[CH:39][CH:38]=1.ClC(OC1C=CC=CC=1)=[O:45].C1(N)CC1, predict the reaction product. The product is: [F:36][C:4]1[CH:3]=[C:2]([NH:1][C:42]([NH:37][CH:38]2[CH2:40][CH2:39]2)=[O:45])[CH:35]=[CH:34][C:5]=1[O:6][C:7]1[CH:12]=[CH:11][N:10]=[C:9]2[CH:13]=[C:14]([C:16]3[N:17]([CH3:33])[C:18]([CH2:21][N:22]([CH2:29][CH2:30][O:31][CH3:32])[C:23]([NH:25][CH:26]4[CH2:27][CH2:28]4)=[O:24])=[CH:19][N:20]=3)[S:15][C:8]=12.